From a dataset of Full USPTO retrosynthesis dataset with 1.9M reactions from patents (1976-2016). Predict the reactants needed to synthesize the given product. (1) Given the product [CH3:25][C@H:21]1[O:22][C@@H:23]([CH3:24])[C@@H:15]2[C:6]3([CH2:5][C:4]4[C:17]([N:16]2[CH2:20]1)=[CH:18][CH:19]=[C:2]([NH:1][C:26]([NH:28][CH3:31])=[O:34])[CH:3]=4)[C:7](=[O:14])[NH:8][C:9](=[O:13])[NH:10][C:11]3=[O:12], predict the reactants needed to synthesize it. The reactants are: [NH2:1][C:2]1[CH:3]=[C:4]2[C:17](=[CH:18][CH:19]=1)[N:16]1[CH2:20][C@@H:21]([CH3:25])[O:22][C@@H:23]([CH3:24])[C@@H:15]1[C:6]1([C:11](=[O:12])[NH:10][C:9](=[O:13])[NH:8][C:7]1=[O:14])[CH2:5]2.[CH2:26]([N:28]([CH2:31]C)CC)C.C[O:34]C(=O)NOC1C=CC=CC=1.CN.C1(OC(Cl)=O)C=CC=CC=1. (2) Given the product [CH3:27][Si:26]([N:1]([Si:26]([CH3:29])([CH3:28])[CH3:27])[C:2]1[CH:3]=[CH:4][C:5]([C:6]([O:8][CH2:9][CH3:10])=[O:7])=[CH:11][CH:12]=1)([CH3:29])[CH3:28], predict the reactants needed to synthesize it. The reactants are: [NH2:1][C:2]1[CH:12]=[CH:11][C:5]([C:6]([O:8][CH2:9][CH3:10])=[O:7])=[CH:4][CH:3]=1.C(N(CC)CC)C.FC(F)(F)S(O[Si:26]([CH3:29])([CH3:28])[CH3:27])(=O)=O. (3) Given the product [C:28]([O:11][C:10](=[O:12])[CH2:9][S:7]([C:1]1[CH:2]=[CH:3][CH:4]=[CH:5][CH:6]=1)=[O:8])([CH3:31])([CH3:30])[CH3:29], predict the reactants needed to synthesize it. The reactants are: [C:1]1([S:7]([CH2:9][C:10]([OH:12])=[O:11])=[O:8])[CH:6]=[CH:5][CH:4]=[CH:3][CH:2]=1.C1(N=C=NC2CCCCC2)CCCCC1.[C:28](O)([CH3:31])([CH3:30])[CH3:29]. (4) Given the product [F:1][C:2]1[CH:32]=[CH:31][C:5]([C:6]([NH:8][CH2:9][C@:10]2([C:27]([F:29])([F:28])[F:30])[C:15]3[CH:16]=[C:17]([N:20]4[CH2:24][CH2:23][O:22][C:21]4=[O:25])[CH:18]=[CH:19][C:14]=3[NH:13][C:12](=[O:26])[O:11]2)=[O:7])=[CH:4][CH:3]=1, predict the reactants needed to synthesize it. The reactants are: [F:1][C:2]1[CH:32]=[CH:31][C:5]([C:6]([NH:8][CH2:9][C:10]2([C:27]([F:30])([F:29])[F:28])[C:15]3[CH:16]=[C:17]([N:20]4[CH2:24][CH2:23][O:22][C:21]4=[O:25])[CH:18]=[CH:19][C:14]=3[NH:13][C:12](=[O:26])[O:11]2)=[O:7])=[CH:4][CH:3]=1.CCCCCC. (5) Given the product [Br:1][C:2]1[CH:10]=[CH:9][C:8]([N+:16]([O-:18])=[O:17])=[CH:7][C:3]=1[C:4]([OH:6])=[O:5], predict the reactants needed to synthesize it. The reactants are: [Br:1][C:2]1[CH:10]=[CH:9][CH:8]=[CH:7][C:3]=1[C:4]([OH:6])=[O:5].OS(O)(=O)=O.[N+:16]([O-])([OH:18])=[O:17]. (6) Given the product [NH2:14][C:13]1[N:1]([C:3]2[CH:8]=[N:7][C:6]([O:9][CH3:10])=[CH:5][CH:4]=2)[N:2]=[C:16]([C:17]([O:19][CH2:20][CH3:21])=[O:18])[CH:15]=1, predict the reactants needed to synthesize it. The reactants are: [NH:1]([C:3]1[CH:4]=[CH:5][C:6]([O:9][CH3:10])=[N:7][CH:8]=1)[NH2:2].Cl.[Na].[C:13]([CH:15]=[C:16](O)[C:17]([O:19][CH2:20][CH3:21])=[O:18])#[N:14]. (7) The reactants are: [OH:1][C:2]1[CH:7]=[CH:6][CH:5]=[CH:4][N:3]=1.[Cl:8][C:9]1[C:10](F)=[CH:11][C:12]2[O:17][CH:16]([C:18]([F:21])([F:20])[F:19])[C:15]([C:22]([O:24]CC)=[O:23])=[CH:14][C:13]=2[CH:27]=1. Given the product [Cl:8][C:9]1[C:10]([O:1][C:2]2[CH:7]=[CH:6][CH:5]=[CH:4][N:3]=2)=[CH:11][C:12]2[O:17][CH:16]([C:18]([F:20])([F:19])[F:21])[C:15]([C:22]([OH:24])=[O:23])=[CH:14][C:13]=2[CH:27]=1, predict the reactants needed to synthesize it. (8) Given the product [CH2:34]([N:22]1[CH:23]=[C:24]([C:26]2[CH:31]=[CH:30][C:29]([Cl:32])=[CH:28][C:27]=2[Cl:33])[N:25]=[C:21]1[C@@H:20]([NH:38][C:51](=[O:52])[CH2:50][CH2:49][CH2:48][C:45]1[CH:44]=[CH:43][C:42]([O:41][CH3:40])=[CH:47][CH:46]=1)[CH2:19][C:16]1[CH:15]=[CH:14][C:13]([O:12][CH2:11][C:8]2[CH:7]=[CH:6][C:5]([C:4]([OH:3])=[O:39])=[CH:10][CH:9]=2)=[CH:18][CH:17]=1)[CH2:35][CH2:36][CH3:37], predict the reactants needed to synthesize it. The reactants are: Cl.C[O:3][C:4](=[O:39])[C:5]1[CH:10]=[CH:9][C:8]([CH2:11][O:12][C:13]2[CH:18]=[CH:17][C:16]([CH2:19][C@H:20]([NH2:38])[C:21]3[N:22]([CH2:34][CH2:35][CH2:36][CH3:37])[CH:23]=[C:24]([C:26]4[CH:31]=[CH:30][C:29]([Cl:32])=[CH:28][C:27]=4[Cl:33])[N:25]=3)=[CH:15][CH:14]=2)=[CH:7][CH:6]=1.[CH3:40][O:41][C:42]1[CH:47]=[CH:46][C:45]([CH2:48][CH2:49][CH2:50][C:51](O)=[O:52])=[CH:44][CH:43]=1. (9) Given the product [N:5]1[CH:10]=[CH:9][CH:8]=[C:7]([CH2:11][CH2:12][CH:13]2[NH:14][CH2:15][CH2:16][N:17]([C:19]([O:21][C:22]([CH3:25])([CH3:24])[CH3:23])=[O:20])[CH2:18]2)[CH:6]=1, predict the reactants needed to synthesize it. The reactants are: C([O-])=O.[NH4+].[N:5]1[CH:10]=[CH:9][CH:8]=[C:7]([CH2:11][CH2:12][CH:13]2[CH2:18][N:17]([C:19]([O:21][C:22]([CH3:25])([CH3:24])[CH3:23])=[O:20])[CH2:16][CH2:15][N:14]2C(OCC2C=CC=CC=2)=O)[CH:6]=1. (10) Given the product [F:1][C:2]1[CH:7]=[CH:6][C:5]([OH:8])=[C:4]([C:19]2[CH:24]=[CH:23][N:22]=[C:21]([NH:25][C:26](=[O:32])[O:27][C:28]([CH3:30])([CH3:29])[CH3:31])[CH:20]=2)[CH:3]=1, predict the reactants needed to synthesize it. The reactants are: [F:1][C:2]1[CH:7]=[CH:6][C:5]([OH:8])=[C:4](B2OC(C)(C)C(C)(C)O2)[CH:3]=1.Cl[C:19]1[CH:24]=[CH:23][N:22]=[C:21]([NH:25][C:26](=[O:32])[O:27][C:28]([CH3:31])([CH3:30])[CH3:29])[CH:20]=1.C(=O)([O-])[O-].[Na+].[Na+].